Predict the product of the given reaction. From a dataset of Forward reaction prediction with 1.9M reactions from USPTO patents (1976-2016). (1) Given the reactants [NH:1]([C:3]1[CH:4]=[C:5]([CH2:9][C:10]([N:12]2[CH2:17][CH2:16][O:15][CH2:14][CH2:13]2)=[O:11])[CH:6]=[CH:7][CH:8]=1)[NH2:2].[CH3:18][C:19]([CH3:26])([CH3:25])[C:20](=O)[CH2:21][C:22]#[N:23].C(=O)([O-])O.[Na+], predict the reaction product. The product is: [C:19]([C:20]1[CH:21]=[C:22]([NH2:23])[N:1]([C:3]2[CH:4]=[C:5]([CH2:9][C:10]([N:12]3[CH2:17][CH2:16][O:15][CH2:14][CH2:13]3)=[O:11])[CH:6]=[CH:7][CH:8]=2)[N:2]=1)([CH3:26])([CH3:25])[CH3:18]. (2) The product is: [Cl:2][C:3]1[CH:4]=[CH:5][C:6]([O:9][C:10]2[CH:11]=[C:12]([C@H:16]3[CH2:20][C:19]4([CH2:25][CH2:24][N:23]([C:44]([O:46][C:47]5[CH:48]=[CH:49][C:50]([N+:53]([O-:55])=[O:54])=[CH:51][CH:52]=5)=[O:45])[CH2:22][CH2:21]4)[O:18][CH2:17]3)[CH:13]=[CH:14][CH:15]=2)=[N:7][CH:8]=1. Given the reactants Cl.[Cl:2][C:3]1[CH:4]=[CH:5][C:6]([O:9][C:10]2[CH:11]=[C:12]([C@H:16]3[CH2:20][C:19]4([CH2:25][CH2:24][NH:23][CH2:22][CH2:21]4)[O:18][CH2:17]3)[CH:13]=[CH:14][CH:15]=2)=[N:7][CH:8]=1.FC(F)(F)C1C=C(C2CC3(CCN([C:44]([O:46][C:47]4[CH:52]=[CH:51][C:50]([N+:53]([O-:55])=[O:54])=[CH:49][CH:48]=4)=[O:45])CC3)OC2)C=CC=1, predict the reaction product. (3) The product is: [Cl:1][C:2]1[CH:3]=[C:4]2[C:9](=[CH:10][C:11]=1[C:12]([N:74]1[CH2:75][CH2:76][CH2:77][CH2:78][CH:73]1[CH2:72][CH2:71][NH2:70])=[O:14])[N:8]=[CH:7][N:6]=[C:5]2[NH:15][CH:16]([C:18]1[NH:22][C:21]2[CH:23]=[CH:24][C:25]([Cl:27])=[CH:26][C:20]=2[N:19]=1)[CH3:17]. Given the reactants [Cl:1][C:2]1[CH:3]=[C:4]2[C:9](=[CH:10][C:11]=1[C:12]([OH:14])=O)[N:8]=[CH:7][N:6]=[C:5]2[NH:15][CH:16]([C:18]1[NH:22][C:21]2[CH:23]=[CH:24][C:25]([Cl:27])=[CH:26][C:20]=2[N:19]=1)[CH3:17].FC1C(OC(N(C)C)=[N+](C)C)=C(F)C(F)=C(F)C=1F.F[P-](F)(F)(F)(F)F.C(N(C(C)C)CC)(C)C.C(OC([NH:70][CH2:71][CH2:72][CH:73]1[CH2:78][CH2:77][CH2:76][CH2:75][NH:74]1)=O)(C)(C)C.FC(F)(F)C(O)=O, predict the reaction product. (4) Given the reactants [CH:1]1([O:7][C:8]2[CH:9]=[C:10]([C:16]3[O:17][CH:18]=[C:19]([CH2:21][CH2:22][C:23]([C:25]4[C:30]([CH3:31])=[CH:29][CH:28]=[CH:27][N:26]=4)=[O:24])[N:20]=3)[CH:11]=[CH:12][C:13]=2[O:14][CH3:15])[CH2:6][CH2:5][CH2:4][CH:3]=[CH:2]1, predict the reaction product. The product is: [CH:1]1([O:7][C:8]2[CH:9]=[C:10]([C:16]3[O:17][CH:18]=[C:19]([CH2:21][CH2:22][C:23]([C:25]4[C:30]([CH3:31])=[CH:29][CH:28]=[CH:27][N:26]=4)=[O:24])[N:20]=3)[CH:11]=[CH:12][C:13]=2[O:14][CH3:15])[CH2:2][CH2:3][CH2:4][CH2:5][CH2:6]1. (5) Given the reactants [CH:1]1([C:4]([C:6]2[CH:11]=[CH:10][CH:9]=[C:8]([CH:12]([CH3:14])[CH3:13])[C:7]=2[OH:15])=[O:5])[CH2:3][CH2:2]1.[CH2:16]([Mg]Br)[CH3:17], predict the reaction product. The product is: [CH:1]1([C:4]([C:6]2[CH:11]=[CH:10][CH:9]=[C:8]([CH:12]([CH3:13])[CH3:14])[C:7]=2[OH:15])([OH:5])[CH2:16][CH3:17])[CH2:2][CH2:3]1. (6) Given the reactants [CH:1]1([N:6]2[C:11]3[N:12]=[C:13]([S:16][CH3:17])[N:14]=[CH:15][C:10]=3[CH:9]=[C:8](C(O)=O)[C:7]2=[O:21])[CH2:5][CH2:4][CH2:3][CH2:2]1.C([N:24]([CH2:27]C)CC)C.C1(P(N=[N+]=[N-])(C2C=CC=CC=2)=[O:36])C=CC=CC=1.[C:46]([OH:50])([CH3:49])([CH3:48])[CH3:47], predict the reaction product. The product is: [C:46]([O:50][C:27](=[O:36])[NH:24][C:8]1[C:7](=[O:21])[N:6]([CH:1]2[CH2:2][CH2:3][CH2:4][CH2:5]2)[C:11]2[N:12]=[C:13]([S:16][CH3:17])[N:14]=[CH:15][C:10]=2[CH:9]=1)([CH3:49])([CH3:48])[CH3:47]. (7) The product is: [CH3:17][C:9]1[CH:8]=[C:7]([NH:1][CH2:2][CH2:3][CH2:4][N:10]2[CH2:11][CH2:16][CH2:7][CH2:8][CH2:9]2)[C:16]2[C:11](=[CH:12][CH:13]=[CH:14][CH:15]=2)[N:10]=1. Given the reactants [NH2:1][CH2:2][CH2:3][CH2:4]O.Cl[C:7]1[C:16]2[C:11](=[CH:12][CH:13]=[CH:14][CH:15]=2)[N:10]=[C:9]([CH3:17])[CH:8]=1.[I-].[K+], predict the reaction product. (8) Given the reactants [CH3:1][O:2][C:3]1[CH:11]=[C:10]([C:12]([F:15])([F:14])[F:13])[CH:9]=[C:8]([S:16][CH3:17])[C:4]=1[C:5]([OH:7])=O.C(N(CC)C(C)C)(C)C.F[P-](F)(F)(F)(F)F.N1(OC(N(C)C)=[N+](C)C)C2N=CC=CC=2N=N1.[O:51]1[C:55]2([CH2:60][CH2:59][O:58][CH2:57][CH:56]2[NH2:61])[O:54][CH2:53][CH2:52]1, predict the reaction product. The product is: [CH3:1][O:2][C:3]1[CH:11]=[C:10]([C:12]([F:15])([F:14])[F:13])[CH:9]=[C:8]([S:16][CH3:17])[C:4]=1[C:5]([NH:61][CH:56]1[CH2:57][O:58][CH2:59][CH2:60][C:55]21[O:54][CH2:53][CH2:52][O:51]2)=[O:7]. (9) Given the reactants [C:1]([Si:5]([C:19]1[CH:24]=[CH:23][CH:22]=[CH:21][CH:20]=1)([C:13]1[CH:18]=[CH:17][CH:16]=[CH:15][CH:14]=1)[O:6][CH2:7][C:8]#[C:9][CH2:10][CH2:11]O)([CH3:4])([CH3:3])[CH3:2].C(Br)(Br)(Br)[Br:26].C1C=CC(P(C2C=CC=CC=2)C2C=CC=CC=2)=CC=1, predict the reaction product. The product is: [Br:26][CH2:11][CH2:10][C:9]#[C:8][CH2:7][O:6][Si:5]([C:1]([CH3:2])([CH3:4])[CH3:3])([C:19]1[CH:20]=[CH:21][CH:22]=[CH:23][CH:24]=1)[C:13]1[CH:18]=[CH:17][CH:16]=[CH:15][CH:14]=1. (10) Given the reactants FC(F)(F)C(O)=O.[CH3:8][O:9][C:10]1[CH:11]=[C:12]([CH:33]=[CH:34][C:35]=1[N+:36]([O-:38])=[O:37])[C:13]([C:15]1[N:23]2[C:18]([CH:19]=[CH:20][CH:21]=[CH:22]2)=[C:17]([NH:24]C(=O)OC(C)(C)C)[C:16]=1[CH3:32])=[O:14].C(=O)([O-])[O-].[K+].[K+], predict the reaction product. The product is: [NH2:24][C:17]1[C:16]([CH3:32])=[C:15]([C:13]([C:12]2[CH:33]=[CH:34][C:35]([N+:36]([O-:38])=[O:37])=[C:10]([O:9][CH3:8])[CH:11]=2)=[O:14])[N:23]2[C:18]=1[CH:19]=[CH:20][CH:21]=[CH:22]2.